From a dataset of TCR-epitope binding with 47,182 pairs between 192 epitopes and 23,139 TCRs. Binary Classification. Given a T-cell receptor sequence (or CDR3 region) and an epitope sequence, predict whether binding occurs between them. (1) The epitope is ILGLPTQTV. The TCR CDR3 sequence is CASREGRGGTEAFF. Result: 0 (the TCR does not bind to the epitope). (2) Result: 1 (the TCR binds to the epitope). The TCR CDR3 sequence is CASSAGDIQYF. The epitope is EIYKRWII. (3) The epitope is MMISAGFSL. The TCR CDR3 sequence is CASSPVTGALHEQYF. Result: 1 (the TCR binds to the epitope).